The task is: Predict the product of the given reaction.. This data is from Forward reaction prediction with 1.9M reactions from USPTO patents (1976-2016). (1) Given the reactants [C:1]([C:3]1[C:4]([O:19][CH2:20][CH2:21][O:22][CH3:23])=[CH:5][C:6]([NH:9][C:10](=[O:18])OC2C=CC=CC=2)=[N:7][CH:8]=1)#[N:2].C(C1C=CC(NC([N:35]2[CH2:41][CH2:40][CH2:39][CH2:38][C:37]3[CH:42]=[CH:43][C:44]([CH:46]([O:49]C)OC)=[N:45][C:36]2=3)=O)=NC=1)#N.[CH3:51][N:52]([CH:54]=[O:55])[CH3:53], predict the reaction product. The product is: [C:1]([C:3]1[C:4]([O:19][CH2:20][CH2:21][O:22][CH3:23])=[CH:5][C:6]([NH:9][C:10]([N:35]2[C:36]3[C:37](=[CH:42][C:43]([CH2:51][N:52]4[CH2:53][CH2:53][N:52]([CH3:54])[CH2:51][C:54]4=[O:55])=[C:44]([CH:46]=[O:49])[N:45]=3)[CH2:38][CH2:39][C@@H:41]2[CH3:40])=[O:18])=[N:7][CH:8]=1)#[N:2]. (2) Given the reactants [O:1]1[C:5]2[CH:6]=[CH:7][C:8]([S:10]([N:13]([CH2:45][CH:46]([CH3:48])[CH3:47])[CH2:14][C@@H:15]([OH:44])[C@@H:16]([NH:32][C:33](=[O:43])[O:34][C@@H:35]3[C@H:42]4[C@H:38]([O:39][CH2:40][CH2:41]4)[O:37][CH2:36]3)[CH2:17][C:18]3[CH:23]=[CH:22][C:21]([O:24][CH2:25][C:26]4[N:27]=[C:28]([CH3:31])[S:29][CH:30]=4)=[CH:20][CH:19]=3)(=[O:12])=[O:11])=[CH:9][C:4]=2[O:3][CH2:2]1.[Cl:49][CH2:50][CH2:51][O:52][CH2:53][C:54](O)=[O:55], predict the reaction product. The product is: [Cl:49][CH2:50][CH2:51][O:52][CH2:53][C:54]([O:44][C@H:15]([CH2:14][N:13]([S:10]([C:8]1[CH:7]=[CH:6][C:5]2[O:1][CH2:2][O:3][C:4]=2[CH:9]=1)(=[O:12])=[O:11])[CH2:45][CH:46]([CH3:48])[CH3:47])[C@@H:16]([NH:32][C:33]([O:34][C@@H:35]1[C@H:42]2[C@H:38]([O:39][CH2:40][CH2:41]2)[O:37][CH2:36]1)=[O:43])[CH2:17][C:18]1[CH:19]=[CH:20][C:21]([O:24][CH2:25][C:26]2[N:27]=[C:28]([CH3:31])[S:29][CH:30]=2)=[CH:22][CH:23]=1)=[O:55]. (3) Given the reactants [F:1][C:2]1[CH:7]=[CH:6][C:5]([O:8][CH3:9])=[CH:4][C:3]=1[C:10]1[C:11]([OH:17])=[CH:12][C:13]([OH:16])=[CH:14][CH:15]=1.FC(F)(F)S(O[Si:24]([CH:31]([CH3:33])[CH3:32])([CH:28]([CH3:30])[CH3:29])[CH:25]([CH3:27])[CH3:26])(=O)=O.CC1C=CC=C(C)N=1.[Cl-].[NH4+], predict the reaction product. The product is: [F:1][C:2]1[CH:7]=[CH:6][C:5]([O:8][CH3:9])=[CH:4][C:3]=1[C:10]1[C:11]([OH:17])=[CH:12][C:13]([O:16][Si:24]([CH:31]([CH3:33])[CH3:32])([CH:28]([CH3:30])[CH3:29])[CH:25]([CH3:27])[CH3:26])=[CH:14][CH:15]=1. (4) Given the reactants CC1C=CC(S(O[CH2:12][C:13]2([CH2:32][OH:33])[O:18][CH2:17][C@@H:16]([C:19]3[CH:24]=[CH:23][CH:22]=[CH:21][CH:20]=3)[N:15]([CH2:25][C:26]3[CH:31]=[CH:30][CH:29]=[CH:28][CH:27]=3)[CH2:14]2)(=O)=O)=CC=1.C([Li])CCC, predict the reaction product. The product is: [CH2:25]([N:15]1[CH2:14][C:13]2([CH2:12][O:33][CH2:32]2)[O:18][CH2:17][C@H:16]1[C:19]1[CH:20]=[CH:21][CH:22]=[CH:23][CH:24]=1)[C:26]1[CH:31]=[CH:30][CH:29]=[CH:28][CH:27]=1.